Dataset: Peptide-MHC class II binding affinity with 134,281 pairs from IEDB. Task: Regression. Given a peptide amino acid sequence and an MHC pseudo amino acid sequence, predict their binding affinity value. This is MHC class II binding data. (1) The binding affinity (normalized) is 0.563. The MHC is HLA-DQA10102-DQB10502 with pseudo-sequence HLA-DQA10102-DQB10502. The peptide sequence is EEFVSLASRFLVEED. (2) The peptide sequence is ENLKYSVIVTVHTGD. The MHC is DRB1_0701 with pseudo-sequence DRB1_0701. The binding affinity (normalized) is 0.561. (3) The peptide sequence is PEFYEAMYTPHTVLQ. The MHC is DRB1_1101 with pseudo-sequence DRB1_1101. The binding affinity (normalized) is 0.468. (4) The binding affinity (normalized) is 0.232. The MHC is HLA-DQA10102-DQB10602 with pseudo-sequence HLA-DQA10102-DQB10602. The peptide sequence is IRDKVQKEYALFYKLDVV. (5) The peptide sequence is KLKLYTGEACRTGDR. The MHC is DRB1_1501 with pseudo-sequence DRB1_1501. The binding affinity (normalized) is 0.550. (6) The MHC is HLA-DPA10201-DPB10501 with pseudo-sequence HLA-DPA10201-DPB10501. The binding affinity (normalized) is 0. The peptide sequence is YTTEGGTKTEAEDVI. (7) The peptide sequence is RMQFSSLTVNVRGSG. The MHC is DRB1_0401 with pseudo-sequence DRB1_0401. The binding affinity (normalized) is 0.677. (8) The peptide sequence is SVGLGKVLIDILAGYGAGVA. The MHC is DRB1_0401 with pseudo-sequence DRB1_0401. The binding affinity (normalized) is 0.422.